Dataset: Full USPTO retrosynthesis dataset with 1.9M reactions from patents (1976-2016). Task: Predict the reactants needed to synthesize the given product. (1) The reactants are: [NH2:1][C:2]1[N:7]([CH2:8][CH2:9][CH3:10])[C:6](=[O:11])[N:5]([CH2:12][CH2:13][CH3:14])[C:4](=[O:15])[C:3]=1[NH:16][C:17]([C:19]12[CH2:26][C:23]([CH2:27][OH:28])([CH2:24][CH2:25]1)[CH2:22][CH2:21][CH2:20]2)=O. Given the product [OH:28][CH2:27][C:23]12[CH2:26][C:19]([C:17]3[NH:16][C:3]4[C:4](=[O:15])[N:5]([CH2:12][CH2:13][CH3:14])[C:6](=[O:11])[N:7]([CH2:8][CH2:9][CH3:10])[C:2]=4[N:1]=3)([CH2:25][CH2:24]1)[CH2:20][CH2:21][CH2:22]2, predict the reactants needed to synthesize it. (2) Given the product [ClH:1].[ClH:1].[C:38]([O:37][CH2:36][C@@H:20]1[C@@H:21]([O:32][C:33](=[O:35])[CH3:34])[C@H:22]([O:28][C:29](=[O:31])[CH3:30])[C@@H:23]([O:24][C:25](=[O:27])[CH3:26])[C@H:18]([N:13]2[C:14]3[C:10](=[C:9]([CH3:8])[CH:17]=[CH:16][CH:15]=3)[C:11]([CH2:41][C:42]3[CH:47]=[CH:46][C:45](/[CH:48]=[CH:49]/[CH2:50][CH2:51][N:52]4[CH2:57][C:56]5([CH2:58][CH2:59][NH:60][CH2:61][CH2:62]5)[CH2:55][CH2:54][CH2:53]4)=[CH:44][CH:43]=3)=[CH:12]2)[O:19]1)(=[O:40])[CH3:39], predict the reactants needed to synthesize it. The reactants are: [ClH:1].O1CCOCC1.[CH3:8][C:9]1[CH:17]=[CH:16][CH:15]=[C:14]2[C:10]=1[C:11]([CH2:41][C:42]1[CH:47]=[CH:46][C:45](/[CH:48]=[CH:49]/[CH2:50][CH2:51][N:52]3[CH2:57][C:56]4([CH2:62][CH2:61][N:60](C(OC(C)(C)C)=O)[CH2:59][CH2:58]4)[CH2:55][CH2:54][CH2:53]3)=[CH:44][CH:43]=1)=[CH:12][N:13]2[C@H:18]1[C@H:23]([O:24][C:25](=[O:27])[CH3:26])[C@@H:22]([O:28][C:29](=[O:31])[CH3:30])[C@H:21]([O:32][C:33](=[O:35])[CH3:34])[C@@H:20]([CH2:36][O:37][C:38](=[O:40])[CH3:39])[O:19]1.